Dataset: Catalyst prediction with 721,799 reactions and 888 catalyst types from USPTO. Task: Predict which catalyst facilitates the given reaction. (1) Reactant: [C:1]1([C:7]2[CH:16]=[C:15]([C:17]([NH:19][CH2:20][C@H:21]3[CH2:26][CH2:25][C@H:24]([CH2:27][NH:28][C:29](=[O:35])[O:30][C:31]([CH3:34])([CH3:33])[CH3:32])[CH2:23][CH2:22]3)=[O:18])[C:14]3[C:9](=[CH:10][CH:11]=[CH:12][CH:13]=3)[N:8]=2)[CH:6]=[CH:5][CH:4]=[CH:3][CH:2]=1.[H-].[Na+].[C:38]([O-])([O-])=O.[K+].[K+].CI. Product: [CH3:38][N:19]([CH2:20][C@H:21]1[CH2:22][CH2:23][C@H:24]([CH2:27][NH:28][C:29](=[O:35])[O:30][C:31]([CH3:32])([CH3:34])[CH3:33])[CH2:25][CH2:26]1)[C:17]([C:15]1[C:14]2[C:9](=[CH:10][CH:11]=[CH:12][CH:13]=2)[N:8]=[C:7]([C:1]2[CH:6]=[CH:5][CH:4]=[CH:3][CH:2]=2)[CH:16]=1)=[O:18]. The catalyst class is: 623. (2) Reactant: [CH3:1][N:2]1[CH:15]([CH3:16])[CH2:14][C:5]2[NH:6][C:7]3[CH:8]=[CH:9][C:10]([CH3:13])=[CH:11][C:12]=3[C:4]=2[CH2:3]1.N1CCC[C@H:18]1C(O)=O.P([O-])([O-])([O-])=O.[K+].[K+].[K+].Br[CH:34]=[CH:35][C:36]1[CH:41]=[CH:40][C:39]([F:42])=[CH:38][CH:37]=1. Product: [F:42][C:39]1[CH:40]=[CH:41][C:36](/[C:35](/[CH3:18])=[CH:34]/[N:6]2[C:7]3[CH:8]=[CH:9][C:10]([CH3:13])=[CH:11][C:12]=3[C:4]3[CH2:3][N:2]([CH3:1])[CH:15]([CH3:16])[CH2:14][C:5]2=3)=[CH:37][CH:38]=1. The catalyst class is: 122. (3) Reactant: [NH:1]1[CH2:6][CH2:5][CH2:4][C@@H:3]([N:7]2[C:11]3[CH:12]=[CH:13][CH:14]=[CH:15][C:10]=3[N:9]=[C:8]2[C@@H:16]([NH:18][C:19]2[N:27]=[CH:26][N:25]=[C:24]3[C:20]=2[N:21]=[CH:22][NH:23]3)[CH3:17])[CH2:2]1.[OH:28][C:29]([CH3:34])([CH3:33])[C:30](O)=[O:31].C1C=NC2N(O)N=NC=2C=1.Cl.CN(C)CCCN=C=NCC.CN1CCOCC1. Product: [N:27]1[C:19]([NH:18][C@H:16]([C:8]2[N:7]([C@@H:3]3[CH2:4][CH2:5][CH2:6][N:1]([C:30](=[O:31])[C:29]([OH:28])([CH3:34])[CH3:33])[CH2:2]3)[C:11]3[CH:12]=[CH:13][CH:14]=[CH:15][C:10]=3[N:9]=2)[CH3:17])=[C:20]2[C:24]([NH:23][CH:22]=[N:21]2)=[N:25][CH:26]=1. The catalyst class is: 2. (4) Reactant: [F:1][C:2]([F:24])([F:23])[C:3]1[CH:4]=[C:5]([C:9]2[N:10]=[C:11]3[C:16]([C:17]([O:19]CC)=[O:18])=[CH:15][CH:14]=[CH:13][N:12]3[CH:22]=2)[CH:6]=[CH:7][CH:8]=1. Product: [F:24][C:2]([F:1])([F:23])[C:3]1[CH:4]=[C:5]([C:9]2[N:10]=[C:11]3[C:16]([C:17]([OH:19])=[O:18])=[CH:15][CH:14]=[CH:13][N:12]3[CH:22]=2)[CH:6]=[CH:7][CH:8]=1. The catalyst class is: 33. (5) Reactant: [OH:1][C:2]1[CH:3]=[C:4]([CH:11]=[CH:12][C:13]=1[O:14][CH3:15])[CH2:5][S:6][CH2:7][C:8]([OH:10])=[O:9].C1C=C(Cl)C=C(C(OO)=[O:24])C=1. Product: [OH:1][C:2]1[CH:3]=[C:4]([CH:11]=[CH:12][C:13]=1[O:14][CH3:15])[CH2:5][S:6]([CH2:7][C:8]([OH:10])=[O:9])=[O:24]. The catalyst class is: 2. (6) The catalyst class is: 4. Product: [F:1][C:2]1[CH:7]=[C:6]([I:8])[CH:5]=[CH:4][C:3]=1[NH:9][C:10](=[O:38])[C@@H:11]([N:17]1[C:21](=[O:22])[C@@H:20]([C:23]2[CH:24]=[CH:25][C:26]([O:29][CH2:30][CH2:31][OH:32])=[CH:27][CH:28]=2)[NH:19][C:18]1=[O:37])[CH2:12][C:13]([CH3:16])([CH3:14])[CH3:15]. Reactant: [F:1][C:2]1[CH:7]=[C:6]([I:8])[CH:5]=[CH:4][C:3]=1[NH:9][C:10](=[O:38])[C@@H:11]([N:17]1[C:21](=[O:22])[C@@H:20]([C:23]2[CH:28]=[CH:27][C:26]([O:29][CH2:30][CH2:31][O:32]C(C)(C)C)=[CH:25][CH:24]=2)[NH:19][C:18]1=[O:37])[CH2:12][C:13]([CH3:16])([CH3:15])[CH3:14].C[Si](I)(C)C.CO.